From a dataset of Reaction yield outcomes from USPTO patents with 853,638 reactions. Predict the reaction yield, written as a fraction of the theoretical maximum amount of product (1.0 means a 100% yield; for example, 0.34 means a 34% yield). (1) The reactants are [CH:1]1([NH:4][C:5]([C:7]2[C:15]3[CH:14]=[C:13]([C:16]4[C:21]([Cl:22])=[CH:20][N:19]=[C:18]([NH:23][CH2:24][CH2:25][CH2:26][NH2:27])[N:17]=4)[S:12][C:11]=3[CH:10]=[CH:9][CH:8]=2)=[O:6])[CH2:3][CH2:2]1.[C:28]([O:32][C:33]([N:35]1[CH2:40][CH2:39][CH:38]([C:41](O)=[O:42])[CH2:37][CH2:36]1)=[O:34])([CH3:31])([CH3:30])[CH3:29].C(N(CC)C(C)C)(C)C.Cl.C(N(CC)CCCN=C=NCC)C.ON1C2C=CC=CC=2N=N1. The catalyst is ClCCl. The product is [C:28]([O:32][C:33]([N:35]1[CH2:40][CH2:39][CH:38]([C:41](=[O:42])[NH:27][CH2:26][CH2:25][CH2:24][NH:23][C:18]2[N:17]=[C:16]([C:13]3[S:12][C:11]4[CH:10]=[CH:9][CH:8]=[C:7]([C:5](=[O:6])[NH:4][CH:1]5[CH2:2][CH2:3]5)[C:15]=4[CH:14]=3)[C:21]([Cl:22])=[CH:20][N:19]=2)[CH2:37][CH2:36]1)=[O:34])([CH3:31])([CH3:30])[CH3:29]. The yield is 0.920. (2) The reactants are [CH:1]1([CH2:7][NH2:8])[CH2:6][CH2:5][CH2:4][CH2:3][CH2:2]1.[CH3:9][O:10][C:11]([C:13]1[S:27][C:16]2[C:17]3[CH:18]=[CH:19][C:20]([C:24]([OH:26])=O)=[CH:21][C:22]=3[S:23][C:15]=2[C:14]=1[O:28][CH2:29][C:30]([O:32][CH2:33][CH3:34])=[O:31])=[O:12].CN(C(ON1N=NC2C=CC=NC1=2)=[N+](C)C)C.F[P-](F)(F)(F)(F)F.CCN(CC)CC. The catalyst is CN(C=O)C.CCOC(C)=O. The product is [CH3:9][O:10][C:11]([C:13]1[S:27][C:16]2[C:17]3[CH:18]=[CH:19][C:20]([C:24](=[O:26])[NH:8][CH2:7][CH:1]4[CH2:6][CH2:5][CH2:4][CH2:3][CH2:2]4)=[CH:21][C:22]=3[S:23][C:15]=2[C:14]=1[O:28][CH2:29][C:30]([O:32][CH2:33][CH3:34])=[O:31])=[O:12]. The yield is 0.580. (3) The reactants are [F:1][C:2]1[CH:7]=[CH:6][CH:5]=[C:4]([OH:8])[C:3]=1[C:9]1[N:18]=[C:17]([N:19]2[CH2:23][CH2:22][C@@H:21]([NH:24][C:25](=[O:32])[O:26][C@H:27]3[CH2:31][CH2:30][O:29][CH2:28]3)[CH2:20]2)[C:16]2[C:11](=[CH:12][C:13]([CH3:33])=[CH:14][CH:15]=2)[N:10]=1.CCOCC.C(Cl)[Cl:40]. No catalyst specified. The product is [ClH:40].[F:1][C:2]1[CH:7]=[CH:6][CH:5]=[C:4]([OH:8])[C:3]=1[C:9]1[N:18]=[C:17]([N:19]2[CH2:23][CH2:22][C@@H:21]([NH:24][C:25](=[O:32])[O:26][C@H:27]3[CH2:31][CH2:30][O:29][CH2:28]3)[CH2:20]2)[C:16]2[C:11](=[CH:12][C:13]([CH3:33])=[CH:14][CH:15]=2)[N:10]=1. The yield is 0.760. (4) The reactants are [F:1][C:2]([F:19])([F:18])[C:3]1[N:8]=[CH:7][C:6]([CH2:9][O:10][C:11]2[CH:16]=[CH:15][NH:14][C:13](=[O:17])[CH:12]=2)=[CH:5][CH:4]=1.Br[C:21]1[CH:26]=[CH:25][C:24]2[C:27]3[CH2:28][N:29]([C:35]([O:37][C:38]([CH3:41])([CH3:40])[CH3:39])=[O:36])[CH2:30][CH2:31][CH2:32][C:33]=3[O:34][C:23]=2[CH:22]=1.C([O-])([O-])=O.[Cs+].[Cs+].CN[C@@H]1CCCC[C@H]1NC. The catalyst is C1(C)C=CC=CC=1.[Cu]I. The product is [O:17]=[C:13]1[CH:12]=[C:11]([O:10][CH2:9][C:6]2[CH:7]=[N:8][C:3]([C:2]([F:1])([F:18])[F:19])=[CH:4][CH:5]=2)[CH:16]=[CH:15][N:14]1[C:21]1[CH:26]=[CH:25][C:24]2[C:27]3[CH2:28][N:29]([C:35]([O:37][C:38]([CH3:41])([CH3:40])[CH3:39])=[O:36])[CH2:30][CH2:31][CH2:32][C:33]=3[O:34][C:23]=2[CH:22]=1. The yield is 0.960. (5) The reactants are [F:1][C:2]1[N:6]([CH3:7])[N:5]=[C:4]([CH3:8])[C:3]=1[C:9](Cl)=[O:10].[Cl:12][C:13]1[CH:14]=[CH:15][CH:16]=[C:17]2[C:21]=1[CH:20]([NH:22][CH:23]1[CH2:25][CH2:24]1)[CH2:19][CH2:18]2.C(N(CC)CC)C.CCCCCCC.C(OCC)(=O)C. The catalyst is O1CCCC1. The product is [Cl:12][C:13]1[CH:14]=[CH:15][CH:16]=[C:17]2[C:21]=1[CH:20]([N:22]([CH:23]1[CH2:25][CH2:24]1)[C:9]([C:3]1[C:4]([CH3:8])=[N:5][N:6]([CH3:7])[C:2]=1[F:1])=[O:10])[CH2:19][CH2:18]2. The yield is 0.730. (6) The reactants are C([O:3][C:4]([C:6]1[NH:7][C:8]([CH:19]=O)=[C:9]([CH2:12][CH2:13][C:14]([O:16]CC)=[O:15])[C:10]=1[CH3:11])=[O:5])C.[Br:21][C:22]1[CH:23]=[C:24]2[C:28](=[CH:29][CH:30]=1)[NH:27][C:26](=[O:31])[CH2:25]2.[OH-].[K+]. The catalyst is N1CCCCC1.C(O)C. The product is [C:14]([CH2:13][CH2:12][C:9]1[C:10]([CH3:11])=[C:6]([C:4]([OH:3])=[O:5])[NH:7][C:8]=1[CH:19]=[C:25]1[C:24]2[C:28](=[CH:29][CH:30]=[C:22]([Br:21])[CH:23]=2)[NH:27][C:26]1=[O:31])([OH:16])=[O:15]. The yield is 0.980.